Regression. Given a peptide amino acid sequence and an MHC pseudo amino acid sequence, predict their binding affinity value. This is MHC class I binding data. From a dataset of Peptide-MHC class I binding affinity with 185,985 pairs from IEDB/IMGT. (1) The peptide sequence is ITIPIGLYL. The MHC is HLA-A30:01 with pseudo-sequence HLA-A30:01. The binding affinity (normalized) is 0.0847. (2) The peptide sequence is FASALTALND. The MHC is HLA-B58:01 with pseudo-sequence HLA-B58:01. The binding affinity (normalized) is 0.320.